Predict the reactants needed to synthesize the given product. From a dataset of Full USPTO retrosynthesis dataset with 1.9M reactions from patents (1976-2016). (1) Given the product [C:1]([O:5][C:6]([N:8]1[CH2:13][CH2:12][CH:11]([C:14](=[NH:15])[NH:23][OH:24])[CH2:10][CH2:9]1)=[O:7])([CH3:4])([CH3:3])[CH3:2], predict the reactants needed to synthesize it. The reactants are: [C:1]([O:5][C:6]([N:8]1[CH2:13][CH2:12][CH:11]([C:14]#[N:15])[CH2:10][CH2:9]1)=[O:7])([CH3:4])([CH3:3])[CH3:2].C([O-])([O-])=O.[K+].[K+].Cl.[NH2:23][OH:24]. (2) Given the product [C:1]([C:5]1[N:10]=[CH:9][C:8]([C:11]2[N:12]([C:32]([N:34]3[CH2:39][CH2:38][CH:37]([NH:45][CH2:46][CH2:47][S:48]([CH3:51])(=[O:50])=[O:49])[CH2:36][CH2:35]3)=[O:33])[C@@:13]([C:25]3[CH:30]=[CH:29][C:28]([Cl:31])=[CH:27][CH:26]=3)([CH3:24])[C@@:14]([C:17]3[CH:22]=[CH:21][C:20]([Cl:23])=[CH:19][CH:18]=3)([CH3:16])[N:15]=2)=[C:7]([O:41][CH2:42][CH3:43])[CH:6]=1)([CH3:2])([CH3:3])[CH3:4], predict the reactants needed to synthesize it. The reactants are: [C:1]([C:5]1[N:10]=[CH:9][C:8]([C:11]2[N:12]([C:32]([N:34]3[CH2:39][CH2:38][C:37](=O)[CH2:36][CH2:35]3)=[O:33])[C@@:13]([C:25]3[CH:30]=[CH:29][C:28]([Cl:31])=[CH:27][CH:26]=3)([CH3:24])[C@@:14]([C:17]3[CH:22]=[CH:21][C:20]([Cl:23])=[CH:19][CH:18]=3)([CH3:16])[N:15]=2)=[C:7]([O:41][CH2:42][CH3:43])[CH:6]=1)([CH3:4])([CH3:3])[CH3:2].Cl.[NH2:45][CH2:46][CH2:47][S:48]([CH3:51])(=[O:50])=[O:49].C([O-])(=O)C.[Na+].C(O[BH-](OC(=O)C)OC(=O)C)(=O)C.[Na+].C(=O)(O)[O-].[Na+]. (3) Given the product [F:1][C:2]1[CH:7]=[C:6]([C:12]#[C:11][CH:10]([OH:13])[CH3:9])[CH:5]=[CH:4][N:3]=1, predict the reactants needed to synthesize it. The reactants are: [F:1][C:2]1[CH:7]=[C:6](I)[CH:5]=[CH:4][N:3]=1.[CH3:9][CH:10]([OH:13])[C:11]#[CH:12].C(N(CC)CC)C.